From a dataset of Reaction yield outcomes from USPTO patents with 853,638 reactions. Predict the reaction yield, written as a fraction of the theoretical maximum amount of product (1.0 means a 100% yield; for example, 0.34 means a 34% yield). The reactants are [Br:1][C:2]1[CH:9]=[CH:8][C:7]([OH:10])=[CH:6][C:3]=1[CH:4]=[O:5].Cl[CH2:12][C@H:13]1[CH2:17][O:16][C:15]([CH3:19])([CH3:18])[O:14]1.C([O-])([O-])=O.[K+].[K+]. The catalyst is CN(C=O)C.O. The product is [Br:1][C:2]1[CH:9]=[CH:8][C:7]([O:10][CH2:12][C@H:13]2[CH2:17][O:16][C:15]([CH3:19])([CH3:18])[O:14]2)=[CH:6][C:3]=1[CH:4]=[O:5]. The yield is 0.560.